This data is from Full USPTO retrosynthesis dataset with 1.9M reactions from patents (1976-2016). The task is: Predict the reactants needed to synthesize the given product. (1) Given the product [Cl:36][C:31]1[CH:32]=[CH:33][CH:34]=[CH:35][C:30]=1[C:4]1[CH:3]=[C:2]([NH:1][S:43]([C:41]2[N:40]=[CH:39][N:38]([CH3:37])[CH:42]=2)(=[O:45])=[O:44])[CH:11]=[C:10]2[C:5]=1[CH2:6][N:7]([CH2:21][C:22]1[CH:23]=[CH:24][C:25]([O:28][CH3:29])=[CH:26][CH:27]=1)[C:8](=[O:20])[N:9]2[C:12]1[C:17]([Cl:18])=[CH:16][CH:15]=[CH:14][C:13]=1[Cl:19], predict the reactants needed to synthesize it. The reactants are: [NH2:1][C:2]1[CH:11]=[C:10]2[C:5]([CH2:6][N:7]([CH2:21][C:22]3[CH:27]=[CH:26][C:25]([O:28][CH3:29])=[CH:24][CH:23]=3)[C:8](=[O:20])[N:9]2[C:12]2[C:17]([Cl:18])=[CH:16][CH:15]=[CH:14][C:13]=2[Cl:19])=[C:4]([C:30]2[CH:35]=[CH:34][CH:33]=[CH:32][C:31]=2[Cl:36])[CH:3]=1.[CH3:37][N:38]1[CH:42]=[C:41]([S:43](Cl)(=[O:45])=[O:44])[N:40]=[CH:39]1.C(N(C(C)C)CC)(C)C. (2) Given the product [N:22]1([C:2]2[CH:11]=[C:10]3[C:5]([CH:6]=[CH:7][C:8]([C:12]([OH:14])=[O:13])=[N:9]3)=[CH:4][CH:3]=2)[CH2:27][CH2:26][O:25][CH2:24][CH2:23]1, predict the reactants needed to synthesize it. The reactants are: Br[C:2]1[CH:11]=[C:10]2[C:5]([CH:6]=[CH:7][C:8]([C:12]([O:14]C)=[O:13])=[N:9]2)=[CH:4][CH:3]=1.C([O-])([O-])=O.[Cs+].[Cs+].[NH:22]1[CH2:27][CH2:26][O:25][CH2:24][CH2:23]1. (3) The reactants are: [NH2:1][C:2]1[S:3][CH:4]=[C:5]([C:7]2[CH:12]=[CH:11][CH:10]=[C:9]([N+:13]([O-:15])=[O:14])[CH:8]=2)[N:6]=1.[Cl:16][C:17]1[CH:22]=[C:21]([Cl:23])[CH:20]=[C:19]([Cl:24])[C:18]=1[S:25](Cl)(=[O:27])=[O:26]. Given the product [Cl:16][C:17]1[CH:22]=[C:21]([Cl:23])[CH:20]=[C:19]([Cl:24])[C:18]=1[S:25]([NH:1][C:2]1[S:3][CH:4]=[C:5]([C:7]2[CH:12]=[CH:11][CH:10]=[C:9]([N+:13]([O-:15])=[O:14])[CH:8]=2)[N:6]=1)(=[O:27])=[O:26], predict the reactants needed to synthesize it. (4) Given the product [C:2]([N:6]1[CH:14]=[C:13]2[C:8]([C:9](=[O:20])[NH:10][C:11]3([CH2:19][CH2:18][N:17]([C:32]([C:26]4[CH:25]=[C:24]5[C:29]([CH:30]=[CH:31][C:22]([Cl:21])=[N:23]5)=[CH:28][CH:27]=4)=[O:33])[CH2:16][CH2:15]3)[CH2:12]2)=[N:7]1)([CH3:5])([CH3:3])[CH3:4], predict the reactants needed to synthesize it. The reactants are: Cl.[C:2]([N:6]1[CH:14]=[C:13]2[C:8]([C:9](=[O:20])[NH:10][C:11]3([CH2:19][CH2:18][NH:17][CH2:16][CH2:15]3)[CH2:12]2)=[N:7]1)([CH3:5])([CH3:4])[CH3:3].[Cl:21][C:22]1[CH:31]=[CH:30][C:29]2[C:24](=[CH:25][C:26]([C:32](O)=[O:33])=[CH:27][CH:28]=2)[N:23]=1.FC(F)(F)CNC1C=CC2C(=CC(C(O)=O)=CC=2)N=1. (5) Given the product [CH3:18][C:19]1[C@@H:36]([O:37][C:38]([C@H:40]([OH:57])[C@@H:41]([NH:48][C:49]([C:51]2[CH:56]=[CH:55][CH:54]=[CH:53][CH:52]=2)=[O:50])[C:42]2[CH:43]=[CH:44][CH:45]=[CH:46][CH:47]=2)=[O:39])[CH2:35][C@:31]2([OH:58])[C:32]([CH3:33])([CH3:34])[C:20]=1[C@@H:21]([O:76][C:77]([CH3:79])=[O:78])[C:22]([C@@:24]1([CH3:75])[C@H:29]([C@@H:30]2[O:59][C:60]([C:62]2[CH:67]=[CH:66][CH:65]=[CH:64][CH:63]=2)=[O:61])[C@:28]2([O:70][C:71]([CH3:73])=[O:72])[CH2:68][O:69][C@@H:27]2[CH2:26][C@@H:25]1[OH:74])=[O:23].[C:4]1(=[O:5])[O:6][C:1](=[O:7])[CH2:2][CH2:3]1, predict the reactants needed to synthesize it. The reactants are: [C:1]1(=[O:7])[O:6][C:4](=[O:5])[CH2:3][CH2:2]1.N1C=CC=CC=1.ClCCl.O.[CH3:18][C:19]1[C@@H:36]([O:37][C:38]([C@H:40]([OH:57])[C@@H:41]([NH:48][C:49]([C:51]2[CH:52]=[CH:53][CH:54]=[CH:55][CH:56]=2)=[O:50])[C:42]2[CH:43]=[CH:44][CH:45]=[CH:46][CH:47]=2)=[O:39])[CH2:35][C@:31]2([OH:58])[C:32]([CH3:34])([CH3:33])[C:20]=1[C@@H:21]([O:76][C:77]([CH3:79])=[O:78])[C:22]([C@@:24]1([CH3:75])[C@H:29]([C@@H:30]2[O:59][C:60]([C:62]2[CH:63]=[CH:64][CH:65]=[CH:66][CH:67]=2)=[O:61])[C@:28]2([O:70][C:71]([CH3:73])=[O:72])[CH2:68][O:69][C@@H:27]2[CH2:26][C@@H:25]1[OH:74])=[O:23]. (6) Given the product [CH3:17][C:18]1[C:19]([NH:23][C:6](=[O:8])[C:5]2[CH:9]=[CH:10][C:11]([S:13]([CH3:16])(=[O:15])=[O:14])=[CH:12][C:4]=2[N+:1]([O-:3])=[O:2])=[N:20][O:21][N:22]=1, predict the reactants needed to synthesize it. The reactants are: [N+:1]([C:4]1[CH:12]=[C:11]([S:13]([CH3:16])(=[O:15])=[O:14])[CH:10]=[CH:9][C:5]=1[C:6]([OH:8])=O)([O-:3])=[O:2].[CH3:17][C:18]1[C:19]([NH2:23])=[N:20][O:21][N:22]=1.C(N(CC)CC)C.C(P1(=O)OP(=O)(CCC)OP(=O)(CCC)O1)CC.